This data is from Full USPTO retrosynthesis dataset with 1.9M reactions from patents (1976-2016). The task is: Predict the reactants needed to synthesize the given product. (1) Given the product [N:1]1[CH:6]=[CH:5][CH:4]=[C:3]([C:7]2[CH:8]=[C:9]([CH:14]=[CH:15][CH:16]=2)[C:10]([NH:17][NH2:18])=[O:11])[CH:2]=1, predict the reactants needed to synthesize it. The reactants are: [N:1]1[CH:6]=[CH:5][CH:4]=[C:3]([C:7]2[CH:8]=[C:9]([CH:14]=[CH:15][CH:16]=2)[C:10](OC)=[O:11])[CH:2]=1.[NH2:17][NH2:18].C(OCC)C. (2) Given the product [Cl:1][C:2]1[CH:7]=[CH:6][CH:5]=[CH:4][C:3]=1[CH:8]([N:18]([C:34]1[CH:39]=[CH:38][CH:37]=[C:36]([F:40])[CH:35]=1)[C:19]([C@@H:21]1[CH2:25][N:24]([C:26]([O:28][C:29]([CH3:32])([CH3:31])[CH3:30])=[O:27])[C:23](=[O:33])[N:22]1[C:42]1[CH:43]=[C:44]([C:45]#[N:46])[CH:47]=[CH:48][N:49]=1)=[O:20])[C:9]([NH:11][CH:12]1[CH2:13][C:14]([F:17])([F:16])[CH2:15]1)=[O:10], predict the reactants needed to synthesize it. The reactants are: [Cl:1][C:2]1[CH:7]=[CH:6][CH:5]=[CH:4][C:3]=1[CH:8]([N:18]([C:34]1[CH:39]=[CH:38][CH:37]=[C:36]([F:40])[CH:35]=1)[C:19]([C@@H:21]1[CH2:25][N:24]([C:26]([O:28][C:29]([CH3:32])([CH3:31])[CH3:30])=[O:27])[C:23](=[O:33])[NH:22]1)=[O:20])[C:9]([NH:11][CH:12]1[CH2:15][C:14]([F:17])([F:16])[CH2:13]1)=[O:10].Br[C:42]1[CH:43]=[C:44]([CH:47]=[CH:48][N:49]=1)[C:45]#[N:46].C([O-])([O-])=O.[Cs+].[Cs+].